The task is: Predict which catalyst facilitates the given reaction.. This data is from Catalyst prediction with 721,799 reactions and 888 catalyst types from USPTO. (1) Reactant: [CH2:1]1[C:6]2([CH2:11][CH:10]([C:12]([O:14][CH3:15])=[O:13])[NH:9][CH2:8][CH2:7]2)[CH2:5][CH2:4][NH:3][CH2:2]1.Cl[C:17]1[CH:22]=[C:21]([O:23][C@H:24]([C:29]2[CH:34]=[CH:33][C:32]([Cl:35])=[CH:31][C:30]=2[N:36]2[CH:40]=[CH:39][C:38]([CH3:41])=[N:37]2)[C:25]([F:28])([F:27])[F:26])[N:20]=[C:19]([NH2:42])[N:18]=1. Product: [NH2:42][C:19]1[N:18]=[C:17]([N:3]2[CH2:4][CH2:5][C:6]3([CH2:11][CH:10]([C:12]([O:14][CH3:15])=[O:13])[NH:9][CH2:8][CH2:7]3)[CH2:1][CH2:2]2)[CH:22]=[C:21]([O:23][C@H:24]([C:29]2[CH:34]=[CH:33][C:32]([Cl:35])=[CH:31][C:30]=2[N:36]2[CH:40]=[CH:39][C:38]([CH3:41])=[N:37]2)[C:25]([F:27])([F:26])[F:28])[N:20]=1. The catalyst class is: 12. (2) The catalyst class is: 68. Reactant: [CH:1]([C:3]1[CH:4]=[C:5]([C:14]([O:16][CH2:17][CH3:18])=[O:15])[C:6](=[O:13])[N:7]2[C:12]=1[CH:11]=[CH:10][CH:9]=[CH:8]2)=O.[Cl-].[F:20][C:21]([F:35])([F:34])[C:22]1[CH:27]=[CH:26][C:25]([CH:28]2[CH2:33][CH2:32][NH2+:31][CH2:30][CH2:29]2)=[CH:24][CH:23]=1.C(N(CC)CC)C.C(O)(=O)C.C([BH3-])#N. Product: [O:13]=[C:6]1[N:7]2[C:12]([CH:11]=[CH:10][CH:9]=[CH:8]2)=[C:3]([CH2:1][N:31]2[CH2:32][CH2:33][CH:28]([C:25]3[CH:26]=[CH:27][C:22]([C:21]([F:20])([F:34])[F:35])=[CH:23][CH:24]=3)[CH2:29][CH2:30]2)[CH:4]=[C:5]1[C:14]([O:16][CH2:17][CH3:18])=[O:15]. (3) Reactant: [CH3:1][O:2][C:3]1[CH:12]=[C:11]2[C:6]([N:7]=[CH:8][C:9](=[O:13])[NH:10]2)=[CH:5][CH:4]=1.[H-].[Li+].Br[CH2:17][CH2:18][CH2:19][CH2:20][O:21][Si:22]([C:25]([CH3:28])([CH3:27])[CH3:26])([CH3:24])[CH3:23].[I-].[Na+]. Product: [Si:22]([O:21][CH2:20][CH2:19][CH2:18][CH2:17][N:10]1[C:11]2[C:6](=[CH:5][CH:4]=[C:3]([O:2][CH3:1])[CH:12]=2)[N:7]=[CH:8][C:9]1=[O:13])([C:25]([CH3:26])([CH3:27])[CH3:28])([CH3:23])[CH3:24]. The catalyst class is: 42. (4) Reactant: [CH3:1][C:2]1([CH3:18])[C:14]2[CH:13]=[C:12](B(O)O)[CH:11]=[CH:10][C:9]=2[C:8]2[C:3]1=[CH:4][CH:5]=[CH:6][CH:7]=2.Cl[C:20]1[C:29]2[C:24](=[CH:25][CH:26]=[CH:27][CH:28]=2)[CH:23]=[CH:22][N:21]=1.C1(C)C=CC=CC=1.C(=O)([O-])[O-].[Na+].[Na+]. Product: [CH3:1][C:2]1([CH3:18])[C:14]2[CH:13]=[C:12]([C:20]3[C:29]4[C:24](=[CH:25][CH:26]=[CH:27][CH:28]=4)[CH:23]=[CH:22][N:21]=3)[CH:11]=[CH:10][C:9]=2[C:8]2[C:3]1=[CH:4][CH:5]=[CH:6][CH:7]=2. The catalyst class is: 461. (5) Reactant: Cl[C:2]([C:6]1[C:7]([Cl:12])=[N:8][CH:9]=[CH:10][CH:11]=1)=[CH:3][C:4]#[N:5].Cl.[CH2:14]([CH:16]1[CH2:18][CH:17]1[NH2:19])[CH3:15].C(N(CC)CC)C. Product: [Cl:12][C:7]1[C:6]([C:2]([NH:19][CH:17]2[CH2:18][CH:16]2[CH2:14][CH3:15])=[CH:3][C:4]#[N:5])=[CH:11][CH:10]=[CH:9][N:8]=1. The catalyst class is: 10. (6) Reactant: [CH:1]1([C:4]2[N:5]=[C:6]3[CH:11]=[CH:10][C:9]([N+:12]([O-])=O)=[CH:8][N:7]3[C:15]=2[CH3:16])[CH2:3][CH2:2]1.[F:17][C:18]1[N:23]=[CH:22][C:21]([C:24]2[CH:29]=[CH:28][C:27]([C:30](O)=[O:31])=[CH:26][CH:25]=2)=[CH:20][CH:19]=1.[ClH:33].C(OCC)(=O)C. Product: [ClH:33].[CH:1]1([C:4]2[N:5]=[C:6]3[CH:11]=[CH:10][C:9]([NH:12][C:30](=[O:31])[C:27]4[CH:26]=[CH:25][C:24]([C:21]5[CH:22]=[N:23][C:18]([F:17])=[CH:19][CH:20]=5)=[CH:29][CH:28]=4)=[CH:8][N:7]3[C:15]=2[CH3:16])[CH2:3][CH2:2]1. The catalyst class is: 13. (7) Reactant: [C:1]1([CH3:15])[CH:6]=[CH:5][CH:4]=[CH:3][C:2]=1[NH:7][C:8]1[CH:13]=[CH:12][CH:11]=[CH:10][C:9]=1[CH3:14].[S].II.[SH2:19]. The catalyst class is: 262. Product: [CH3:14][C:9]1[C:8]2[NH:7][C:2]3[C:3](=[CH:4][CH:5]=[CH:6][C:1]=3[CH3:15])[S:19][C:13]=2[CH:12]=[CH:11][CH:10]=1.